From a dataset of CYP3A4 inhibition data for predicting drug metabolism from PubChem BioAssay. Regression/Classification. Given a drug SMILES string, predict its absorption, distribution, metabolism, or excretion properties. Task type varies by dataset: regression for continuous measurements (e.g., permeability, clearance, half-life) or binary classification for categorical outcomes (e.g., BBB penetration, CYP inhibition). Dataset: cyp3a4_veith. (1) The drug is CC(C)[C@@]1(NC(=O)[C@@H]2C[C@H]3c4cccc5[nH]cc(c45)C[C@@H]3N(C)C2)O[C@@]2(O)[C@H]3CCCN3C(=O)[C@H](Cc3ccccc3)N2C1=O. The result is 1 (inhibitor). (2) The compound is CN(CC(=O)Nc1ccc(F)c(F)c1)S(=O)(=O)c1cccc2nsnc12. The result is 1 (inhibitor). (3) The compound is Cc1ccc(N(Cc2ccccc2)Cc2ccccc2)cc1. The result is 0 (non-inhibitor). (4) The compound is O=C(Nc1ccccc1Cl)c1ccccc1Cl. The result is 0 (non-inhibitor). (5) The compound is Nc1nc(-c2ccccc2)cc(-c2ccccc2O)n1. The result is 0 (non-inhibitor). (6) The drug is COc1ccc(C(=O)N2CCC3(CC2)CCN(c2cccc(-c4ccccc4)c2)CC3)cc1. The result is 0 (non-inhibitor). (7) The molecule is COc1ccc(NS(=O)(=O)c2ccc(NC(=O)c3cnn4c(C(F)F)cc(-c5ccc(C)cc5)nc34)cc2)cc1. The result is 1 (inhibitor).